Predict the reactants needed to synthesize the given product. From a dataset of Full USPTO retrosynthesis dataset with 1.9M reactions from patents (1976-2016). Given the product [C:11]1([C:9]2[S:10][C:6]([CH2:5][C:1]#[N:2])=[CH:7][N:8]=2)[CH:16]=[CH:15][CH:14]=[CH:13][CH:12]=1, predict the reactants needed to synthesize it. The reactants are: [C-:1]#[N:2].[K+].Br[CH2:5][C:6]1[S:10][C:9]([C:11]2[CH:16]=[CH:15][CH:14]=[CH:13][CH:12]=2)=[N:8][CH:7]=1.